The task is: Predict the product of the given reaction.. This data is from Forward reaction prediction with 1.9M reactions from USPTO patents (1976-2016). (1) The product is: [CH:5]1[C:6]2[C:10]3[CH2:11][CH2:12][CH2:13][CH2:14][CH2:15][CH2:16][C:9]=3[O:8][C:7]=2[CH:17]=[CH:18][C:4]=1[NH2:1]. Given the reactants [N+:1]([C:4]1[CH:18]=[CH:17][C:7]2[O:8][C:9]3[CH2:16][CH2:15][CH2:14][CH2:13][CH2:12][CH2:11][C:10]=3[C:6]=2[CH:5]=1)([O-])=O, predict the reaction product. (2) Given the reactants [CH:1]1([N:5]2[CH2:11][CH2:10][C:9]3[CH:12]=[CH:13][C:14]([OH:16])=[CH:15][C:8]=3[CH2:7][CH2:6]2)[CH2:4][CH2:3][CH2:2]1.C(=O)([O-])[O-].[K+].[K+].Br[CH2:24][CH2:25][CH2:26][OH:27], predict the reaction product. The product is: [CH:1]1([N:5]2[CH2:11][CH2:10][C:9]3[CH:12]=[CH:13][C:14]([O:16][CH2:24][CH2:25][CH2:26][OH:27])=[CH:15][C:8]=3[CH2:7][CH2:6]2)[CH2:4][CH2:3][CH2:2]1. (3) Given the reactants [OH:1][CH:2]([C:4]1[S:8][C:7]([C:9]2[CH:14]=[CH:13][CH:12]=[CH:11][N:10]=2)=[N:6][N:5]=1)[CH3:3].C(N(CC)CC)C.[CH3:22][S:23](Cl)(=[O:25])=[O:24], predict the reaction product. The product is: [CH3:22][S:23]([O:1][CH:2]([C:4]1[S:8][C:7]([C:9]2[CH:14]=[CH:13][CH:12]=[CH:11][N:10]=2)=[N:6][N:5]=1)[CH3:3])(=[O:25])=[O:24].